Predict the product of the given reaction. From a dataset of Forward reaction prediction with 1.9M reactions from USPTO patents (1976-2016). (1) Given the reactants C([O-])(=O)C.[K+].B1(B2OC(C)(C)C(C)(C)O2)OC(C)(C)C(C)(C)O1.Br[C:25]1[CH:26]=[CH:27][C:28]([C:31]([OH:34])([CH3:33])[CH3:32])=[N:29][CH:30]=1.[CH3:35][Si:36]([CH3:76])([CH3:75])[CH2:37][CH2:38][O:39][CH2:40][N:41]([CH2:67][O:68][CH2:69][CH2:70][Si:71]([CH3:74])([CH3:73])[CH3:72])[C:42]1[N:47]2[N:48]=[CH:49][C:50](I)=[C:46]2[N:45]=[C:44]([CH:52]2[CH2:58][CH:57]3[N:59]([C:60]([O:62][C:63]([CH3:66])([CH3:65])[CH3:64])=[O:61])[CH:54]([CH2:55][CH2:56]3)[CH2:53]2)[CH:43]=1.C(=O)([O-])[O-].[Na+].[Na+], predict the reaction product. The product is: [CH3:74][Si:71]([CH3:72])([CH3:73])[CH2:70][CH2:69][O:68][CH2:67][N:41]([CH2:40][O:39][CH2:38][CH2:37][Si:36]([CH3:35])([CH3:76])[CH3:75])[C:42]1[N:47]2[N:48]=[CH:49][C:50]([C:25]3[CH:30]=[N:29][C:28]([C:31]([OH:34])([CH3:33])[CH3:32])=[CH:27][CH:26]=3)=[C:46]2[N:45]=[C:44]([CH:52]2[CH2:58][CH:57]3[N:59]([C:60]([O:62][C:63]([CH3:66])([CH3:65])[CH3:64])=[O:61])[CH:54]([CH2:55][CH2:56]3)[CH2:53]2)[CH:43]=1. (2) Given the reactants C1(P(C2C=CC=CC=2)C2C=CC=CC=2)C=CC=CC=1.[C:20]([C:24]1[CH:25]=[C:26]([CH:29]=[CH:30][C:31]=1[OH:32])[CH:27]=[O:28])([CH3:23])([CH3:22])[CH3:21].O[CH2:34][CH2:35][N:36]1[CH2:41][CH2:40][O:39][CH2:38][CH2:37]1.CCOC(/N=N/C(OCC)=O)=O, predict the reaction product. The product is: [C:20]([C:24]1[CH:25]=[C:26]([CH:29]=[CH:30][C:31]=1[O:32][CH2:34][CH2:35][N:36]1[CH2:41][CH2:40][O:39][CH2:38][CH2:37]1)[CH:27]=[O:28])([CH3:23])([CH3:21])[CH3:22]. (3) Given the reactants [NH:1]1[CH2:6][CH2:5][O:4][CH2:3][CH2:2]1.[N+:7]([C:10]1[CH:15]=[CH:14][C:13]([N:16]2[CH2:21][CH2:20][N:19]([C:22]3[N:27]=[CH:26][C:25]([CH:28]=O)=[CH:24][CH:23]=3)[CH2:18][CH2:17]2)=[CH:12][CH:11]=1)([O-:9])=[O:8].C([BH3-])#N.[Na+], predict the reaction product. The product is: [N+:7]([C:10]1[CH:15]=[CH:14][C:13]([N:16]2[CH2:21][CH2:20][N:19]([C:22]3[N:27]=[CH:26][C:25]([CH2:28][N:1]4[CH2:6][CH2:5][O:4][CH2:3][CH2:2]4)=[CH:24][CH:23]=3)[CH2:18][CH2:17]2)=[CH:12][CH:11]=1)([O-:9])=[O:8]. (4) Given the reactants [F:1][C:2]([F:18])([F:17])[O:3][C:4]1[CH:5]=[CH:6][C:7]2[O:12][CH:11]([C:13]([OH:15])=O)[CH2:10][NH:9][C:8]=2[CH:16]=1.[Br:19][C:20]1[CH:26]=[C:25]([CH3:27])[CH:24]=[CH:23][C:21]=1[NH2:22].N1C=CC=CC=1.C(P1(=O)OP(CCC)(=O)OP(CCC)(=O)O1)CC, predict the reaction product. The product is: [Br:19][C:20]1[CH:26]=[C:25]([CH3:27])[CH:24]=[CH:23][C:21]=1[NH:22][C:13]([CH:11]1[O:12][C:7]2[CH:6]=[CH:5][C:4]([O:3][C:2]([F:1])([F:18])[F:17])=[CH:16][C:8]=2[NH:9][CH2:10]1)=[O:15]. (5) Given the reactants [CH2:1]([O:8][C:9]1[CH:10]=[C:11]([CH:15]([C:17]2[CH:22]=[C:21]([O:23][CH3:24])[CH:20]=[C:19]([O:25][CH3:26])[CH:18]=2)[OH:16])[CH:12]=[CH:13][CH:14]=1)[C:2]1[CH:7]=[CH:6][CH:5]=[CH:4][CH:3]=1, predict the reaction product. The product is: [CH2:1]([O:8][C:9]1[CH:10]=[C:11]([C:15]([C:17]2[CH:18]=[C:19]([O:25][CH3:26])[CH:20]=[C:21]([O:23][CH3:24])[CH:22]=2)=[O:16])[CH:12]=[CH:13][CH:14]=1)[C:2]1[CH:3]=[CH:4][CH:5]=[CH:6][CH:7]=1. (6) The product is: [O:50]1[CH2:51][CH2:52][N:47]([C:44]2[CH:45]=[CH:46][C:41]([C:2]3[N:11]=[C:10]([O:12][CH2:13][C@H:14]4[O:19][CH2:18][CH2:17][N:16]([C:20]([O:22][C:23]([CH3:26])([CH3:25])[CH3:24])=[O:21])[CH2:15]4)[C:9]4[C:4](=[N:5][CH:6]=[CH:7][N:8]=4)[CH:3]=3)=[CH:42][CH:43]=2)[CH2:48][CH2:49]1. Given the reactants Cl[C:2]1[N:11]=[C:10]([O:12][CH2:13][C@H:14]2[O:19][CH2:18][CH2:17][N:16]([C:20]([O:22][C:23]([CH3:26])([CH3:25])[CH3:24])=[O:21])[CH2:15]2)[C:9]2[C:4](=[N:5][CH:6]=[CH:7][N:8]=2)[CH:3]=1.C([O-])([O-])=O.[Cs+].[Cs+].CC1(C)C(C)(C)OB([C:41]2[CH:46]=[CH:45][C:44]([N:47]3[CH2:52][CH2:51][O:50][CH2:49][CH2:48]3)=[CH:43][CH:42]=2)O1.O, predict the reaction product. (7) Given the reactants [OH:1][CH:2]1[CH2:7][CH2:6][CH2:5][N:4]([NH:8][C:9]([O:11][C:12]([CH3:15])([CH3:14])[CH3:13])=[O:10])[CH2:3]1.[OH-].[Na+].[CH2:18](Br)[C:19]1[CH:24]=[CH:23][CH:22]=[CH:21][CH:20]=1.Cl, predict the reaction product. The product is: [CH2:18]([O:1][CH:2]1[CH2:7][CH2:6][CH2:5][N:4]([NH:8][C:9]([O:11][C:12]([CH3:15])([CH3:14])[CH3:13])=[O:10])[CH2:3]1)[C:19]1[CH:24]=[CH:23][CH:22]=[CH:21][CH:20]=1. (8) Given the reactants [C:1]([NH:9][C:10]1[C:11]([F:20])=[C:12]([CH:17]=[CH:18][CH:19]=1)[C:13]([O:15][CH3:16])=[O:14])(=[O:8])[C:2]1[CH:7]=[CH:6][CH:5]=[CH:4][CH:3]=1.[H-].[Na+].[CH2:23](I)[CH3:24].O, predict the reaction product. The product is: [CH2:23]([N:9]([C:10]1[C:11]([F:20])=[C:12]([CH:17]=[CH:18][CH:19]=1)[C:13]([O:15][CH3:16])=[O:14])[C:1](=[O:8])[C:2]1[CH:3]=[CH:4][CH:5]=[CH:6][CH:7]=1)[CH3:24]. (9) Given the reactants [Cl:1][C:2]1[N:10]=[CH:9][N:8]=[C:7]2[C:3]=1[N:4]=[CH:5][N:6]2[CH2:11][C:12]1[CH:17]=[CH:16][C:15]([O:18][CH3:19])=[CH:14][CH:13]=1.[Li+].CC([N-]C(C)C)C.[Cl:28]C(Cl)(Cl)C(Cl)(Cl)Cl.[NH4+].[Cl-], predict the reaction product. The product is: [Cl:1][C:2]1[N:10]=[CH:9][N:8]=[C:7]2[C:3]=1[N:4]=[C:5]([Cl:28])[N:6]2[CH2:11][C:12]1[CH:17]=[CH:16][C:15]([O:18][CH3:19])=[CH:14][CH:13]=1.